From a dataset of Reaction yield outcomes from USPTO patents with 853,638 reactions. Predict the reaction yield, written as a fraction of the theoretical maximum amount of product (1.0 means a 100% yield; for example, 0.34 means a 34% yield). (1) The reactants are Cl[C:2]1[C:3]2[C:10]([CH2:11][CH3:12])=[CH:9][NH:8][C:4]=2[N:5]=[CH:6][N:7]=1.[NH:13]1[C:17]2=[CH:18][N:19]=[C:20]([NH2:22])[CH:21]=[C:16]2[CH:15]=[N:14]1.Cl. The catalyst is C(O)C. The product is [CH2:11]([C:10]1[C:3]2[C:2]([NH:22][C:20]3[CH:21]=[C:16]4[CH:15]=[N:14][NH:13][C:17]4=[CH:18][N:19]=3)=[N:7][CH:6]=[N:5][C:4]=2[NH:8][CH:9]=1)[CH3:12]. The yield is 0.0800. (2) The reactants are [C:1]([C:5]1[CH:13]=[C:12]2[C:8]([CH2:9][CH:10]([CH3:15])[C:11]2=[O:14])=[CH:7][C:6]=1[O:16][CH3:17])([CH3:4])([CH3:3])[CH3:2].ClCCl.[Br:21]Br.[O-]S([O-])=O.[Na+].[Na+]. The catalyst is [N+](CC)(CC)(CC)CC.[I-].O. The product is [Br:21][C:7]1[C:6]([O:16][CH3:17])=[C:5]([C:1]([CH3:2])([CH3:4])[CH3:3])[CH:13]=[C:12]2[C:8]=1[CH2:9][CH:10]([CH3:15])[C:11]2=[O:14]. The yield is 0.990. (3) The reactants are [F:1][C:2]1[CH:3]=[CH:4][C:5]([N+:11]([O-:13])=[O:12])=[C:6]([CH:10]=1)[C:7]([OH:9])=O.[NH2:14][C:15]1[CH:20]=[CH:19][C:18]([Br:21])=[CH:17][N:16]=1.P(Cl)(Cl)(Cl)=O. The catalyst is N1C=CC=CC=1. The product is [Br:21][C:18]1[CH:19]=[CH:20][C:15]([NH:14][C:7]([C:6]2[CH:10]=[C:2]([F:1])[CH:3]=[CH:4][C:5]=2[N+:11]([O-:13])=[O:12])=[O:9])=[N:16][CH:17]=1. The yield is 0.680. (4) The reactants are Br[C:2]1[CH:3]=[C:4]([C:8]2([CH2:23][NH2:24])[CH2:13][CH2:12][N:11]([C:14]3[C:19]4[CH:20]=[CH:21][NH:22][C:18]=4[N:17]=[CH:16][N:15]=3)[CH2:10][CH2:9]2)[CH:5]=[CH:6][CH:7]=1.P([O-])([O-])([O-])=O.[K+].[K+].[K+].[NH:33]1[CH:37]=[C:36](B(O)O)[CH:35]=[N:34]1. No catalyst specified. The product is [NH:33]1[CH:37]=[C:36]([C:2]2[CH:3]=[C:4]([C:8]3([CH2:23][NH2:24])[CH2:13][CH2:12][N:11]([C:14]4[C:19]5[CH:20]=[CH:21][NH:22][C:18]=5[N:17]=[CH:16][N:15]=4)[CH2:10][CH2:9]3)[CH:5]=[CH:6][CH:7]=2)[CH:35]=[N:34]1. The yield is 0.450. (5) The reactants are Br[C:2]1[CH:7]=[C:6]([S:8]([CH3:11])(=[O:10])=[O:9])[CH:5]=[C:4]([Br:12])[C:3]=1[OH:13].[C:14]([CH:16]1[CH2:18][CH2:17]1)#[CH:15]. The catalyst is N1C=CC=CC=1. The product is [Br:12][C:4]1[C:3]2[O:13][C:14]([CH:16]3[CH2:18][CH2:17]3)=[CH:15][C:2]=2[CH:7]=[C:6]([S:8]([CH3:11])(=[O:10])=[O:9])[CH:5]=1. The yield is 0.530. (6) The reactants are C(NC(C)C)(C)C.C([Li])CCC.[CH3:13][O:14][C:15](=[O:26])[CH2:16][C:17]1[CH:22]=[CH:21][C:20]([S:23][CH3:24])=[C:19]([Cl:25])[CH:18]=1.I[CH2:28][CH:29]1[CH2:38][CH2:37][C:32]2([O:36][CH2:35][CH2:34][O:33]2)[CH2:31][CH2:30]1. The catalyst is O1CCCC1.CN1CCCN(C)C1=O. The product is [CH3:13][O:14][C:15](=[O:26])[CH:16]([C:17]1[CH:22]=[CH:21][C:20]([S:23][CH3:24])=[C:19]([Cl:25])[CH:18]=1)[CH2:28][CH:29]1[CH2:38][CH2:37][C:32]2([O:33][CH2:34][CH2:35][O:36]2)[CH2:31][CH2:30]1. The yield is 0.550. (7) The reactants are [CH2:1]([O:3][C:4]([C:6]1[C:15](=[O:16])[C:14]2[C:9](=[C:10](Br)[CH:11]=[CH:12][C:13]=2[O:17][CH3:18])[NH:8][CH:7]=1)=[O:5])[CH3:2].C([O-])(=O)C.[Na+]. The catalyst is C(O)(=O)C.[Pd]. The product is [CH2:1]([O:3][C:4]([C:6]1[C:15](=[O:16])[C:14]2[C:9](=[CH:10][CH:11]=[CH:12][C:13]=2[O:17][CH3:18])[NH:8][CH:7]=1)=[O:5])[CH3:2]. The yield is 0.570.